Dataset: Forward reaction prediction with 1.9M reactions from USPTO patents (1976-2016). Task: Predict the product of the given reaction. (1) Given the reactants [CH3:1][CH:2]([CH3:7])[C:3](=[CH2:6])[CH:4]=O.ClC1C=[C:11](C=CC=1)[CH:12]=[O:13].[CH3:17][Si:18]([CH3:25])([CH3:24])N[Si:18]([CH3:25])([CH3:24])[CH3:17].C([Li])CCC.C[Si](Cl)(C)C.C([N:38](CC)CC)C.C(Cl)(=O)C, predict the reaction product. The product is: [CH3:1][CH:2]([CH3:7])[C:3]([CH:4]=[N:38][C:12]([O:11][Si:18]([CH3:25])([CH3:24])[CH3:17])=[CH2:13])=[CH2:6]. (2) Given the reactants Cl[C:2]1[N:3]=[C:4]2[CH:12]=[CH:11][N:10]=[CH:9][C:5]2=[N:6][C:7]=1[Cl:8].[CH:13]1([NH2:16])[CH2:15][CH2:14]1.CCN(C(C)C)C(C)C, predict the reaction product. The product is: [Cl:8][C:7]1[N:6]=[C:5]2[CH:9]=[N:10][CH:11]=[CH:12][C:4]2=[N:3][C:2]=1[NH:16][CH:13]1[CH2:15][CH2:14]1. (3) Given the reactants [NH2:1][C:2]1[CH:13]=[CH:12][C:5]2[N:6]([CH3:11])[C:7](=[O:10])[CH2:8][O:9][C:4]=2[CH:3]=1.C(O[CH:17]=[C:18]([C:24](=[O:31])[NH:25][C:26](OCC)=[O:27])[C:19]([O:21][CH2:22][CH3:23])=[O:20])C.CC(C)([O-])C.[K+].Cl, predict the reaction product. The product is: [CH3:11][N:6]1[C:5]2[CH:12]=[CH:13][C:2]([N:1]3[CH:17]=[C:18]([C:19]([O:21][CH2:22][CH3:23])=[O:20])[C:24](=[O:31])[NH:25][C:26]3=[O:27])=[CH:3][C:4]=2[O:9][CH2:8][C:7]1=[O:10]. (4) Given the reactants C(OC(N1[C@H]2CCCC[C@H]2N=C1[NH:17][CH2:18][C:19]1[CH:24]=[CH:23][CH:22]=[C:21]([F:25])[CH:20]=1)=O)(C)(C)C.[ClH:26], predict the reaction product. The product is: [ClH:26].[F:25][C:21]1[CH:20]=[C:19]([CH:24]=[CH:23][CH:22]=1)[CH2:18][NH2:17]. (5) Given the reactants [H-].[Na+].[C:3]1([C@@H:9]2[O:14][C@@H:13]([CH2:15][OH:16])[CH2:12][CH2:11][O:10]2)[CH:8]=[CH:7][CH:6]=[CH:5][CH:4]=1.[CH2:17](Br)[CH2:18][CH2:19][CH2:20][CH2:21][CH2:22][CH2:23][CH2:24][CH2:25][CH2:26][CH2:27][CH2:28][CH2:29][CH2:30][CH2:31][CH3:32], predict the reaction product. The product is: [C:3]1([C@@H:9]2[O:14][C@@H:13]([CH2:15][O:16][CH2:32][CH2:31][CH2:30][CH2:29][CH2:28][CH2:27][CH2:26][CH2:25][CH2:24][CH2:23][CH2:22][CH2:21][CH2:20][CH2:19][CH2:18][CH3:17])[CH2:12][CH2:11][O:10]2)[CH:4]=[CH:5][CH:6]=[CH:7][CH:8]=1. (6) Given the reactants [NH2:1][C:2]1[CH:7]=[CH:6][C:5]([C:8]([OH:10])=[O:9])=[CH:4][N:3]=1.S(Cl)(Cl)=O.[CH2:15](O)[CH3:16], predict the reaction product. The product is: [NH2:1][C:2]1[CH:7]=[CH:6][C:5]([C:8]([O:10][CH2:15][CH3:16])=[O:9])=[CH:4][N:3]=1. (7) Given the reactants [CH2:1]([O:3][C:4](=[O:19])[CH:5]([O:16][CH2:17][CH3:18])[CH2:6][C:7]1[CH:12]=[C:11]([CH3:13])[C:10]([OH:14])=[C:9]([CH3:15])[CH:8]=1)[CH3:2].[CH:20]([C:23]1[CH:28]=[CH:27][C:26]([C:29]2[S:30][C:31]([CH3:37])=[C:32]([CH2:34][CH2:35]O)[N:33]=2)=[CH:25][CH:24]=1)([CH3:22])[CH3:21].COC(=O)CC(=O)C(Br)C.C(C1C=CC(C(N)=S)=CC=1)(C)C.C1(P(C2C=CC=CC=2)C2C=CC=CC=2)C=CC=CC=1.N(C(OCC)=O)=NC(OCC)=O, predict the reaction product. The product is: [CH2:1]([O:3][C:4](=[O:19])[CH:5]([O:16][CH2:17][CH3:18])[CH2:6][C:7]1[CH:8]=[C:9]([CH3:15])[C:10]([O:14][CH2:35][CH2:34][C:32]2[N:33]=[C:29]([C:26]3[CH:25]=[CH:24][C:23]([CH:20]([CH3:21])[CH3:22])=[CH:28][CH:27]=3)[S:30][C:31]=2[CH3:37])=[C:11]([CH3:13])[CH:12]=1)[CH3:2].